From a dataset of Full USPTO retrosynthesis dataset with 1.9M reactions from patents (1976-2016). Predict the reactants needed to synthesize the given product. (1) Given the product [C:2]([C:4]1[CH:5]=[C:6]([C:14]2[O:18][N:17]=[C:16]([C:19]3[CH:35]=[CH:34][C:22]4[CH2:23][CH2:24][N:25]([CH2:28][CH2:29][CH2:30][C:31]([N:52]([CH3:53])[CH3:50])=[O:33])[CH2:26][CH2:27][C:21]=4[CH:20]=3)[N:15]=2)[CH:7]=[CH:8][C:9]=1[O:10][CH:11]([CH3:12])[CH3:13])#[N:3], predict the reactants needed to synthesize it. The reactants are: [Na+].[C:2]([C:4]1[CH:5]=[C:6]([C:14]2[O:18][N:17]=[C:16]([C:19]3[CH:35]=[CH:34][C:22]4[CH2:23][CH2:24][N:25]([CH2:28][CH2:29][CH2:30][C:31]([O-:33])=O)[CH2:26][CH2:27][C:21]=4[CH:20]=3)[N:15]=2)[CH:7]=[CH:8][C:9]=1[O:10][CH:11]([CH3:13])[CH3:12])#[N:3].C1C=CC2N(O)N=NC=2C=1.C(Cl)CCl.[CH2:50]([N:52](CC)[CH2:53]C)C.CNC.C(=O)([O-])O.[Na+]. (2) The reactants are: [CH2:1]([N:5]1[C:13](=[O:14])[C:12]2[C:7](=[CH:8][CH:9]=[CH:10][CH:11]=2)[C:6]1=[O:15])[CH2:2][CH:3]=[CH2:4].C[N+]1([O-])CC[O:20]CC1.[OH2:24]. Given the product [OH:24][CH:3]([CH2:4][OH:20])[CH2:2][CH2:1][N:5]1[C:13](=[O:14])[C:12]2[C:7](=[CH:8][CH:9]=[CH:10][CH:11]=2)[C:6]1=[O:15], predict the reactants needed to synthesize it. (3) The reactants are: [CH:1]12[CH2:7][CH:4]([CH2:5][CH2:6]1)[CH:3]=[CH:2]2.C(Cl)Cl.C[OH:12].CC(=C)C.C1[CH2:21][O:20]CC1. Given the product [CH:1]12[CH2:7][CH:4]([CH:5]([C:21]([OH:20])=[O:12])[CH2:6]1)[CH:3]=[CH:2]2, predict the reactants needed to synthesize it. (4) Given the product [CH2:17]([O:16][C:14](=[O:15])[NH:7][CH:4]([CH2:3][O:2][CH3:1])[CH2:5][CH3:6])[C:18]1[CH:23]=[CH:22][CH:21]=[CH:20][CH:19]=1, predict the reactants needed to synthesize it. The reactants are: [CH3:1][O:2][CH2:3][CH:4]([NH2:7])[CH2:5][CH3:6].C([O-])([O-])=O.[K+].[K+].[C:14](Cl)([O:16][CH2:17][C:18]1[CH:23]=[CH:22][CH:21]=[CH:20][CH:19]=1)=[O:15]. (5) The reactants are: CCCC[N+](CCCC)(CCCC)CCCC.[F-].[N:19]([CH2:22][C@@H:23]([C:32]1[CH:41]=[CH:40][C:39]([O:42][CH2:43][C:44]2[CH:49]=[CH:48][CH:47]=[CH:46][CH:45]=2)=[C:38]2[C:33]=1[CH:34]=[CH:35][C:36](=[O:50])[NH:37]2)[O:24][Si](C(C)(C)C)(C)C)=[N+:20]=[N-:21]. Given the product [N:19]([CH2:22][C@@H:23]([C:32]1[CH:41]=[CH:40][C:39]([O:42][CH2:43][C:44]2[CH:49]=[CH:48][CH:47]=[CH:46][CH:45]=2)=[C:38]2[C:33]=1[CH:34]=[CH:35][C:36](=[O:50])[NH:37]2)[OH:24])=[N+:20]=[N-:21], predict the reactants needed to synthesize it. (6) Given the product [Br:3][C:4]1[CH:5]=[C:6]([CH:9]=[CH:10][C:11]=1[CH:12]1[C:21]2[C:20](=[O:22])[CH2:19][CH2:18][CH2:17][C:16]=2[N:15]([C:23]2[CH:28]=[CH:27][CH:26]=[C:25]([C:29]([F:31])([F:32])[F:30])[CH:24]=2)[C:14](=[O:33])[N:13]1[CH3:34])[C:7]#[N:8], predict the reactants needed to synthesize it. The reactants are: CI.[Br:3][C:4]1[CH:5]=[C:6]([CH:9]=[CH:10][C:11]=1[CH:12]1[C:21]2[C:20](=[O:22])[CH2:19][CH2:18][CH2:17][C:16]=2[N:15]([C:23]2[CH:28]=[CH:27][CH:26]=[C:25]([C:29]([F:32])([F:31])[F:30])[CH:24]=2)[C:14](=[O:33])[NH:13]1)[C:7]#[N:8].[C:34](=O)([O-])[O-].[Cs+].[Cs+].C(OCC)(=O)C. (7) Given the product [NH2:5][CH2:9][CH2:10][C:11]([NH:13][NH:14][C:15]([C@@H:17]1[CH2:23][CH2:22][C@@H:21]2[CH2:24][N:18]1[C:19](=[O:30])[N:20]2[O:25][S:26]([OH:29])(=[O:27])=[O:28])=[O:16])=[O:12], predict the reactants needed to synthesize it. The reactants are: C([N:5]([CH2:9][CH2:10][C:11]([NH:13][NH:14][C:15]([C@@H:17]1[CH2:23][CH2:22][C@@H:21]2[CH2:24][N:18]1[C:19](=[O:30])[N:20]2[O:25][S:26]([OH:29])(=[O:28])=[O:27])=[O:16])=[O:12])C(=O)[O-])(C)(C)C.[NH+]1C=CC=CC=1.FC(F)(F)C(O)=O.